This data is from Forward reaction prediction with 1.9M reactions from USPTO patents (1976-2016). The task is: Predict the product of the given reaction. (1) Given the reactants [CH2:1]([C:3]1[C:4]([NH:11][C@@H:12]2[C:20]3[C:15](=[CH:16][CH:17]=[CH:18][CH:19]=3)[CH2:14][C@@H:13]2O)=[N:5][C:6]([CH2:9][CH3:10])=[CH:7][N:8]=1)[CH3:2].CC1C(N)C2C=C[S:30]C=2CC1, predict the reaction product. The product is: [CH2:1]([C:3]1[C:4]([NH:11][CH:12]2[C:20]3[CH:19]=[CH:18][S:30][C:15]=3[CH2:16][CH2:17][CH:13]2[CH3:14])=[N:5][C:6]([CH2:9][CH3:10])=[CH:7][N:8]=1)[CH3:2]. (2) Given the reactants [NH2:1][C:2]1[N:6]([C:7]2[CH:8]=[N:9][N:10]([CH2:12][CH2:13][OH:14])[CH:11]=2)[N:5]=[C:4]([C:15]([CH3:18])([CH3:17])[CH3:16])[CH:3]=1.[OH-].[Na+].Cl[C:22]([O:24][CH2:25][C:26]([Cl:29])([Cl:28])[Cl:27])=[O:23], predict the reaction product. The product is: [Cl:27][C:26]([Cl:29])([Cl:28])[CH2:25][O:24][C:22](=[O:23])[NH:1][C:2]1[N:6]([C:7]2[CH:8]=[N:9][N:10]([CH2:12][CH2:13][OH:14])[CH:11]=2)[N:5]=[C:4]([C:15]([CH3:18])([CH3:17])[CH3:16])[CH:3]=1. (3) Given the reactants [F:1][C:2]1[CH:3]=[C:4]([C:9]2[CH:14]=[CH:13][C:12](=[O:15])[N:11]([CH2:16][C:17]3[CH:18]=[C:19]([C:23]4[N:28]=[CH:27][C:26]([CH:29]=O)=[CH:25][N:24]=4)[CH:20]=[CH:21][CH:22]=3)[N:10]=2)[CH:5]=[C:6]([F:8])[CH:7]=1.[CH3:31][N:32]1[CH2:37][CH2:36][NH:35][CH2:34][CH2:33]1.C(O[BH-](OC(=O)C)OC(=O)C)(=O)C.[Na+].C(O)(=O)C, predict the reaction product. The product is: [F:1][C:2]1[CH:3]=[C:4]([C:9]2[CH:14]=[CH:13][C:12](=[O:15])[N:11]([CH2:16][C:17]3[CH:22]=[CH:21][CH:20]=[C:19]([C:23]4[N:24]=[CH:25][C:26]([CH2:29][N:35]5[CH2:36][CH2:37][N:32]([CH3:31])[CH2:33][CH2:34]5)=[CH:27][N:28]=4)[CH:18]=3)[N:10]=2)[CH:5]=[C:6]([F:8])[CH:7]=1. (4) Given the reactants [OH:1][CH2:2][CH2:3][C:4]1[CH:9]=[CH:8][C:7]([NH:10][C:11](=[O:17])[O:12][C:13]([CH3:16])([CH3:15])[CH3:14])=[CH:6][CH:5]=1.CC(OI1(OC(C)=O)(OC(C)=O)OC(=O)C2C1=CC=CC=2)=O.C([O-])(O)=O.[Na+].[O-]S([O-])(=S)=O.[Na+].[Na+], predict the reaction product. The product is: [O:1]=[CH:2][CH2:3][C:4]1[CH:5]=[CH:6][C:7]([NH:10][C:11](=[O:17])[O:12][C:13]([CH3:15])([CH3:14])[CH3:16])=[CH:8][CH:9]=1.